From a dataset of Full USPTO retrosynthesis dataset with 1.9M reactions from patents (1976-2016). Predict the reactants needed to synthesize the given product. (1) Given the product [CH3:1][S:2]([C:3]1[CH:8]=[CH:7][C:6]([NH:9][C:10]([N:12]2[CH2:17][CH2:16][CH2:15][CH:14]([C:18]3([CH2:29][C:30]4[CH:35]=[CH:34][CH:33]=[C:32]([Cl:36])[CH:31]=4)[C:26]4[C:21](=[CH:22][C:23]([Cl:27])=[CH:24][CH:25]=4)[NH:20][C:19]3=[O:28])[CH2:13]2)=[O:11])=[CH:5][CH:4]=1)=[O:45], predict the reactants needed to synthesize it. The reactants are: [CH3:1][S:2][C:3]1[CH:8]=[CH:7][C:6]([NH:9][C:10]([N:12]2[CH2:17][CH2:16][CH2:15][CH:14]([C:18]3([CH2:29][C:30]4[CH:35]=[CH:34][CH:33]=[C:32]([Cl:36])[CH:31]=4)[C:26]4[C:21](=[CH:22][C:23]([Cl:27])=[CH:24][CH:25]=4)[NH:20][C:19]3=[O:28])[CH2:13]2)=[O:11])=[CH:5][CH:4]=1.ClC1C=C(C(OO)=[O:45])C=CC=1. (2) Given the product [Cl:9][C:6]1[N:5]=[CH:4][C:3]([C:10]([N:12]2[CH2:17][CH2:16][CH:15]([C:18]3[CH:23]=[CH:22][C:21]([F:24])=[CH:20][CH:19]=3)[CH2:14][CH2:13]2)=[O:11])=[C:2]([NH:28][C:27]2[CH:29]=[C:30]([F:33])[CH:31]=[CH:32][C:26]=2[F:25])[C:7]=1[CH3:8], predict the reactants needed to synthesize it. The reactants are: Cl[C:2]1[C:7]([CH3:8])=[C:6]([Cl:9])[N:5]=[CH:4][C:3]=1[C:10]([N:12]1[CH2:17][CH2:16][CH:15]([C:18]2[CH:23]=[CH:22][C:21]([F:24])=[CH:20][CH:19]=2)[CH2:14][CH2:13]1)=[O:11].[F:25][C:26]1[CH:32]=[CH:31][C:30]([F:33])=[CH:29][C:27]=1[NH2:28]. (3) Given the product [C:11]1([C@H:10]2[CH2:9][C@H:5]2[C:4]([O:3][CH2:2][CH3:1])=[O:8])[CH:16]=[CH:15][CH:14]=[CH:13][CH:12]=1, predict the reactants needed to synthesize it. The reactants are: [CH3:1][CH2:2][O:3]/[C:4](/[O-:8])=[CH:5]/[N+]#N.[CH2:9]=[CH:10][C:11]1[CH:16]=[CH:15][CH:14]=[CH:13][CH:12]=1. (4) The reactants are: [CH:1]1[CH:10]=[CH:9][CH:8]=[C:7]2[C:2]=1[C:3]1[N:4]([C:12]3[CH:18]=[CH:17][CH:16]=[CH:15][C:13]=3[N:14]=1)[C:5](=O)[NH:6]2.P(Cl)(Cl)(Cl)(Cl)[Cl:20]. Given the product [Cl:20][C:5]1[N:4]2[C:12]3[CH:18]=[CH:17][CH:16]=[CH:15][C:13]=3[N:14]=[C:3]2[C:2]2[C:7](=[CH:8][CH:9]=[CH:10][CH:1]=2)[N:6]=1, predict the reactants needed to synthesize it. (5) Given the product [OH:40][C:36]1[CH:35]=[C:34]([NH:33][C:30]([C:29]2[C:22]3[C:21]([NH:20][C@H:18]([C:7]4[N:8]([C:12]5[CH:13]=[CH:14][CH:15]=[CH:16][CH:17]=5)[C:9](=[O:11])[C:10]5=[C:2]([CH3:1])[CH:3]=[CH:4][N:5]5[N:6]=4)[CH3:19])=[N:26][CH:25]=[N:24][C:23]=3[NH:27][CH:28]=2)=[O:31])[CH:39]=[CH:38][CH:37]=1, predict the reactants needed to synthesize it. The reactants are: [CH3:1][C:2]1[CH:3]=[CH:4][N:5]2[C:10]=1[C:9](=[O:11])[N:8]([C:12]1[CH:17]=[CH:16][CH:15]=[CH:14][CH:13]=1)[C:7]([C@@H:18]([NH:20][C:21]1[C:22]3[C:29]([C:30](O)=[O:31])=[CH:28][NH:27][C:23]=3[N:24]=[CH:25][N:26]=1)[CH3:19])=[N:6]2.[NH2:33][C:34]1[CH:35]=[C:36]([OH:40])[CH:37]=[CH:38][CH:39]=1.C(N(C(C)C)CC)(C)C.C(P1(=O)OP(CCC)(=O)OP(CCC)(=O)O1)CC. (6) Given the product [CH3:24][C:23]1[CH:22]=[C:21]([CH3:25])[NH:20][C:19](=[O:26])[C:18]=1[CH2:17][NH:16][C:14]([C:4]1[C:5]2[CH:10]=[N:9][N:8]([CH:11]([CH3:13])[CH3:12])[C:6]=2[N:7]=[C:2]([NH:33][C:30]2[CH:31]=[CH:32][N:27]=[CH:28][CH:29]=2)[CH:3]=1)=[O:15], predict the reactants needed to synthesize it. The reactants are: Cl[C:2]1[CH:3]=[C:4]([C:14]([NH:16][CH2:17][C:18]2[C:19](=[O:26])[NH:20][C:21]([CH3:25])=[CH:22][C:23]=2[CH3:24])=[O:15])[C:5]2[CH:10]=[N:9][N:8]([CH:11]([CH3:13])[CH3:12])[C:6]=2[N:7]=1.[N:27]1[CH:32]=[CH:31][C:30]([NH2:33])=[CH:29][CH:28]=1.C(=O)([O-])[O-].[Cs+].[Cs+].C1C=CC(P(C2C(C3C(P(C4C=CC=CC=4)C4C=CC=CC=4)=CC=C4C=3C=CC=C4)=C3C(C=CC=C3)=CC=2)C2C=CC=CC=2)=CC=1. (7) Given the product [CH3:10][C:4]1[CH:3]=[C:2]([OH:1])[CH:9]=[CH:8][C:5]=1[CH2:6][N:11]1[CH2:15][CH2:14][CH2:13][CH2:12]1, predict the reactants needed to synthesize it. The reactants are: [OH:1][C:2]1[CH:9]=[CH:8][C:5]([CH:6]=O)=[C:4]([CH3:10])[CH:3]=1.[NH:11]1[CH2:15][CH2:14][CH2:13][CH2:12]1.[BH-](OC(C)=O)(OC(C)=O)OC(C)=O.[Na+].OS([O-])(=O)=O.[Na+].